From a dataset of Forward reaction prediction with 1.9M reactions from USPTO patents (1976-2016). Predict the product of the given reaction. Given the reactants C(OC([N:8]1[CH2:13][CH2:12][N:11]([C:14]2[CH:15]=[N:16][C:17]([NH:20][C:21]3[N:22]=[CH:23][C:24]4[CH:30]=[C:29]([CH2:31][O:32][CH2:33][CH2:34][O:35][CH3:36])[C:28](=[O:37])[N:27]([CH:38]5[CH2:42][CH2:41][CH2:40][CH2:39]5)[C:25]=4[N:26]=3)=[CH:18][CH:19]=2)[CH2:10][CH2:9]1)=O)(C)(C)C.Cl, predict the reaction product. The product is: [CH:38]1([N:27]2[C:25]3[N:26]=[C:21]([NH:20][C:17]4[CH:18]=[CH:19][C:14]([N:11]5[CH2:10][CH2:9][NH:8][CH2:13][CH2:12]5)=[CH:15][N:16]=4)[N:22]=[CH:23][C:24]=3[CH:30]=[C:29]([CH2:31][O:32][CH2:33][CH2:34][O:35][CH3:36])[C:28]2=[O:37])[CH2:39][CH2:40][CH2:41][CH2:42]1.